Dataset: Reaction yield outcomes from USPTO patents with 853,638 reactions. Task: Predict the reaction yield, written as a fraction of the theoretical maximum amount of product (1.0 means a 100% yield; for example, 0.34 means a 34% yield). The reactants are [Cl:1][C:2]1[CH:7]=[CH:6][C:5]([Cl:8])=[CH:4][C:3]=1[C:9]1[C:14]([Cl:15])=[CH:13][C:12]([O:16][CH3:17])=[C:11]([CH2:18][CH:19]=O)[CH:10]=1.[N:21]1([C:27]([O:29][C:30]([CH3:33])([CH3:32])[CH3:31])=[O:28])[CH2:26][CH2:25][NH:24][CH2:23][CH2:22]1.CC(O)=O.[BH-](OC(C)=O)(OC(C)=O)OC(C)=O.[Na+]. The catalyst is C(Cl)Cl.O. The product is [Cl:1][C:2]1[CH:7]=[CH:6][C:5]([Cl:8])=[CH:4][C:3]=1[C:9]1[C:14]([Cl:15])=[CH:13][C:12]([O:16][CH3:17])=[C:11]([CH2:18][CH2:19][N:24]2[CH2:23][CH2:22][N:21]([C:27]([O:29][C:30]([CH3:33])([CH3:32])[CH3:31])=[O:28])[CH2:26][CH2:25]2)[CH:10]=1. The yield is 0.770.